Task: Predict which catalyst facilitates the given reaction.. Dataset: Catalyst prediction with 721,799 reactions and 888 catalyst types from USPTO (1) Reactant: [CH3:1][C:2]1[CH:3]=[C:4]([CH:21]=[C:22]([CH3:33])[C:23]=1[N:24]1[CH:28]=[C:27]([C:29]([F:32])([F:31])[F:30])[CH:26]=[N:25]1)[O:5][C@H:6]([C:10]1[CH:20]=[CH:19][C:13]([C:14]([O:16]CC)=[O:15])=[CH:12][CH:11]=1)[CH2:7][CH2:8][CH3:9].O.O1CCCC1.O.[OH-].[Li+]. Product: [CH3:1][C:2]1[CH:3]=[C:4]([CH:21]=[C:22]([CH3:33])[C:23]=1[N:24]1[CH:28]=[C:27]([C:29]([F:30])([F:32])[F:31])[CH:26]=[N:25]1)[O:5][C@H:6]([C:10]1[CH:11]=[CH:12][C:13]([C:14]([OH:16])=[O:15])=[CH:19][CH:20]=1)[CH2:7][CH2:8][CH3:9]. The catalyst class is: 5. (2) Reactant: [CH:1]1([N:4]2[C:9](=[O:10])[CH:8]=[C:7]([NH:11][CH3:12])[N:6]([C:13]3[CH:18]=[CH:17][C:16]([I:19])=[CH:15][C:14]=3[F:20])[C:5]2=[O:21])[CH2:3][CH2:2]1.[CH3:22][CH:23]([C:27]([OH:29])=O)[C:24]([OH:26])=O.C(OC(=O)C)(=O)C.CC(C)=O. Product: [CH:1]1([N:4]2[C:9](=[O:10])[C:8]3[C:27]([OH:29])=[C:23]([CH3:22])[C:24](=[O:26])[N:11]([CH3:12])[C:7]=3[N:6]([C:13]3[CH:18]=[CH:17][C:16]([I:19])=[CH:15][C:14]=3[F:20])[C:5]2=[O:21])[CH2:2][CH2:3]1. The catalyst class is: 6. (3) Reactant: [OH:1][C:2]1[CH:3]=[C:4]([CH2:11][C:12]([OH:14])=[O:13])[CH:5]=[CH:6][C:7]=1[N+:8]([O-:10])=[O:9].[CH2:15](O)[CH3:16]. The catalyst class is: 33. Product: [CH2:15]([O:13][C:12](=[O:14])[CH2:11][C:4]1[CH:5]=[CH:6][C:7]([N+:8]([O-:10])=[O:9])=[C:2]([OH:1])[CH:3]=1)[CH3:16]. (4) Reactant: [CH3:1][C:2]1[N:7]=[CH:6][C:5](=[O:8])[NH:4][C:3]=1[C:9]([O:11][CH3:12])=[O:10].[Br:13]N1C(=O)CCC1=O. Product: [Br:13][C:6]1[C:5](=[O:8])[NH:4][C:3]([C:9]([O:11][CH3:12])=[O:10])=[C:2]([CH3:1])[N:7]=1. The catalyst class is: 4. (5) Reactant: [Cl:1][C:2]1[N:11]=[C:10](Cl)[C:9]2[C:4](=[C:5]([Cl:13])[CH:6]=[CH:7][CH:8]=2)[N:3]=1.CCN(C(C)C)C(C)C.[CH3:23][O:24][CH:25]([O:31][CH3:32])[CH2:26][C:27]([NH:29][NH2:30])=[O:28]. Product: [Cl:1][C:2]1[N:11]=[C:10]([NH:30][NH:29][C:27](=[O:28])[CH2:26][CH:25]([O:31][CH3:32])[O:24][CH3:23])[C:9]2[C:4](=[C:5]([Cl:13])[CH:6]=[CH:7][CH:8]=2)[N:3]=1. The catalyst class is: 12. (6) Reactant: [CH3:1][C:2]1[CH:7]=[CH:6][CH:5]=[C:4]([CH3:8])[C:3]=1[N:9]1[C:13](=[O:14])[CH2:12][C@:11]([CH2:18][C:19]([CH3:21])=[CH2:20])([C:15]([OH:17])=[O:16])[CH2:10]1.[Si](C=[N+]=[N-])(C)(C)[CH3:23]. Product: [CH3:23][O:16][C:15]([C@@:11]1([CH2:18][C:19]([CH3:21])=[CH2:20])[CH2:12][C:13](=[O:14])[N:9]([C:3]2[C:2]([CH3:1])=[CH:7][CH:6]=[CH:5][C:4]=2[CH3:8])[CH2:10]1)=[O:17]. The catalyst class is: 5. (7) Reactant: [O:1]1[CH:5]=[CH:4][C:3]([C:6]2[N:7]=[C:8](/[CH:12]=[CH:13]/[C:14]3[N:24]=[C:17]4[C:18]([CH3:23])=[N:19][CH:20]=[C:21]([CH3:22])[N:16]4[N:15]=3)[N:9]([CH3:11])[CH:10]=2)=[CH:2]1. Product: [O:1]1[CH:5]=[CH:4][C:3]([C:6]2[N:7]=[C:8]([CH2:12][CH2:13][C:14]3[N:24]=[C:17]4[C:18]([CH3:23])=[N:19][CH:20]=[C:21]([CH3:22])[N:16]4[N:15]=3)[N:9]([CH3:11])[CH:10]=2)=[CH:2]1. The catalyst class is: 3. (8) Reactant: CN1CCOCC1.[C:8]([O:12][C:13]([NH:15][C@H:16]([C:21](=[O:49])[NH:22][C@@H:23]([C:36](=[O:48])[NH:37][C:38]1[CH:39]=[C:40]2[C:45](=[CH:46][CH:47]=1)[N:44]=[CH:43][CH:42]=[CH:41]2)[CH2:24][CH2:25][C:26]1[CH:31]=[CH:30][C:29]([C:32]([F:35])([F:34])[F:33])=[CH:28][CH:27]=1)[CH2:17][C:18](O)=[O:19])=[O:14])([CH3:11])([CH3:10])[CH3:9].[C:50]([O:54][C:55]([NH:57][CH2:58][CH2:59][NH:60][CH2:61][CH2:62][NH:63][C:64](=[O:70])[O:65][C:66]([CH3:69])([CH3:68])[CH3:67])=[O:56])([CH3:53])([CH3:52])[CH3:51]. The catalyst class is: 2. Product: [C:50]([O:54][C:55]([NH:57][CH2:58][CH2:59][N:60]([CH2:61][CH2:62][NH:63][C:64]([O:65][C:66]([CH3:69])([CH3:68])[CH3:67])=[O:70])[C:18]([CH2:17][C@H:16]([NH:15][C:13](=[O:14])[O:12][C:8]([CH3:10])([CH3:9])[CH3:11])[C:21](=[O:49])[NH:22][C@@H:23]([C:36](=[O:48])[NH:37][C:38]1[CH:39]=[C:40]2[C:45](=[CH:46][CH:47]=1)[N:44]=[CH:43][CH:42]=[CH:41]2)[CH2:24][CH2:25][C:26]1[CH:27]=[CH:28][C:29]([C:32]([F:35])([F:34])[F:33])=[CH:30][CH:31]=1)=[O:19])=[O:56])([CH3:53])([CH3:52])[CH3:51]. (9) Reactant: [CH3:1][N:2]1[C:10]([CH:11]=O)=[N:9][C:8]2[C:3]1=[N:4][C:5]([N:19]1[C:23]3[CH:24]=[CH:25][CH:26]=[CH:27][C:22]=3[N:21]=[C:20]1[CH3:28])=[N:6][C:7]=2[N:13]1[CH2:18][CH2:17][O:16][CH2:15][CH2:14]1.Cl.[CH3:30][N:31]([CH3:38])[C:32]([CH:34]1[CH2:37][NH:36][CH2:35]1)=[O:33].C(O[BH-](OC(=O)C)OC(=O)C)(=O)C.[Na+]. Product: [CH3:30][N:31]([CH3:38])[C:32]([CH:34]1[CH2:37][N:36]([CH2:11][C:10]2[N:2]([CH3:1])[C:3]3[C:8]([N:9]=2)=[C:7]([N:13]2[CH2:14][CH2:15][O:16][CH2:17][CH2:18]2)[N:6]=[C:5]([N:19]2[C:23]4[CH:24]=[CH:25][CH:26]=[CH:27][C:22]=4[N:21]=[C:20]2[CH3:28])[N:4]=3)[CH2:35]1)=[O:33]. The catalyst class is: 26.